From a dataset of Reaction yield outcomes from USPTO patents with 853,638 reactions. Predict the reaction yield, written as a fraction of the theoretical maximum amount of product (1.0 means a 100% yield; for example, 0.34 means a 34% yield). (1) The reactants are Cl.[NH2:2][OH:3].C(=O)([O-])[O-].[K+].[K+].Cl.[Cl:11][C:12]1[CH:21]=[C:20]([NH:22][C:23]2[C:32]3[C:27](=[CH:28][CH:29]=[CH:30][C:31]=3[O:33][CH:34]3[CH2:39][CH2:38][N:37]([CH3:40])[CH2:36][CH2:35]3)[N:26]=[CH:25][N:24]=2)[CH:19]=[CH:18][C:13]=1[O:14][CH2:15][C:16]#[N:17]. The catalyst is C(O)C.O. The product is [Cl:11][C:12]1[CH:21]=[C:20]([NH:22][C:23]2[C:32]3[C:27](=[CH:28][CH:29]=[CH:30][C:31]=3[O:33][CH:34]3[CH2:35][CH2:36][N:37]([CH3:40])[CH2:38][CH2:39]3)[N:26]=[CH:25][N:24]=2)[CH:19]=[CH:18][C:13]=1[O:14][CH2:15][C:16]([NH:2][OH:3])=[NH:17]. The yield is 0.820. (2) The reactants are [NH2:1][CH2:2][C@@H:3]([NH:6][C:7](=[O:13])[O:8][C:9]([CH3:12])([CH3:11])[CH3:10])[CH2:4][CH3:5].C(N(CC)CC)C.Cl[C:22](=[O:27])[C:23]([O:25][CH3:26])=[O:24]. The catalyst is C(Cl)Cl.[Cl-].[Na+].O. The product is [C:9]([O:8][C:7]([NH:6][C@@H:3]([CH2:4][CH3:5])[CH2:2][NH:1][C:22](=[O:27])[C:23]([O:25][CH3:26])=[O:24])=[O:13])([CH3:12])([CH3:11])[CH3:10]. The yield is 0.960.